Dataset: Catalyst prediction with 721,799 reactions and 888 catalyst types from USPTO. Task: Predict which catalyst facilitates the given reaction. (1) Reactant: [CH2:1]([O:8][C:9]1[C:14]([Br:15])=[CH:13][N:12]=[C:11]([NH:16][C:17]([NH2:19])=[S:18])[CH:10]=1)[C:2]1[CH:7]=[CH:6][CH:5]=[CH:4][CH:3]=1.Br[CH2:21][C:22](=O)[CH2:23][CH2:24][C:25]1[CH:30]=[CH:29][CH:28]=[CH:27][CH:26]=1.C(N(CC)CC)C. Product: [CH2:1]([O:8][C:9]1[C:14]([Br:15])=[CH:13][N:12]=[C:11]([NH:16][C:17]2[S:18][CH:21]=[C:22]([CH2:23][CH2:24][C:25]3[CH:30]=[CH:29][CH:28]=[CH:27][CH:26]=3)[N:19]=2)[CH:10]=1)[C:2]1[CH:7]=[CH:6][CH:5]=[CH:4][CH:3]=1. The catalyst class is: 8. (2) Reactant: [Cl:1][C:2]1[CH:9]=[CH:8][C:5]([C:6]#[N:7])=[C:4]([O:10][C:11]2[CH:16]=[CH:15][CH:14]=[C:13]([CH:17]=O)[CH:12]=2)[CH:3]=1.CN.[C:21]([BH3-])#[N:22].[Na+].[C:25]([OH:32])(=[O:31])/[CH:26]=[CH:27]/[C:28]([OH:30])=[O:29]. The catalyst class is: 404. Product: [C:25]([OH:32])(=[O:31])/[CH:26]=[CH:27]/[C:28]([OH:30])=[O:29].[Cl:1][C:2]1[CH:9]=[CH:8][C:5]([C:6]#[N:7])=[C:4]([O:10][C:11]2[CH:16]=[CH:15][CH:14]=[C:13]([CH2:17][NH:22][CH3:21])[CH:12]=2)[CH:3]=1. (3) Reactant: [Br:1][C:2]1[CH:3]=[CH:4][C:5]([O:16][CH2:17][C:18]2[CH:23]=[CH:22][CH:21]=[CH:20][CH:19]=2)=[C:6]([C:8](=O)[CH2:9][CH2:10][C:11](=O)[CH2:12][CH3:13])[CH:7]=1.[CH2:24]([O:26][C:27](=[O:35])[C:28]1[CH:33]=[CH:32][CH:31]=[C:30]([NH2:34])[CH:29]=1)[CH3:25].CC1C=CC(S(O)(=O)=O)=CC=1. Product: [CH2:24]([O:26][C:27](=[O:35])[C:28]1[CH:33]=[CH:32][CH:31]=[C:30]([N:34]2[C:11]([CH2:12][CH3:13])=[CH:10][CH:9]=[C:8]2[C:6]2[CH:7]=[C:2]([Br:1])[CH:3]=[CH:4][C:5]=2[O:16][CH2:17][C:18]2[CH:23]=[CH:22][CH:21]=[CH:20][CH:19]=2)[CH:29]=1)[CH3:25]. The catalyst class is: 260. (4) Reactant: Br[CH2:2][C:3]([O:5][C:6]([CH3:9])([CH3:8])[CH3:7])=[O:4].[C:10](=[NH:23])([C:17]1[CH:22]=[CH:21][CH:20]=[CH:19][CH:18]=1)[C:11]1[CH:16]=[CH:15][CH:14]=[CH:13][CH:12]=1.C(N(C(C)C)CC)(C)C.C(O)(=O)C. Product: [C:17]1([C:10]([C:11]2[CH:12]=[CH:13][CH:14]=[CH:15][CH:16]=2)=[N:23][CH2:2][C:3]([O:5][C:6]([CH3:9])([CH3:8])[CH3:7])=[O:4])[CH:18]=[CH:19][CH:20]=[CH:21][CH:22]=1. The catalyst class is: 47. (5) Reactant: Br[C:2]1[N:3]([CH2:17][CH:18]2[CH2:23][CH2:22][O:21][CH2:20][CH2:19]2)[C:4]2[C:9]([N:10]=1)=[C:8]([NH2:11])[N:7]=[C:6]([O:12][CH2:13][CH:14]([CH3:16])[CH3:15])[N:5]=2.Cl.[OH-:25].[Na+]. Product: [NH2:11][C:8]1[N:7]=[C:6]([O:12][CH2:13][CH:14]([CH3:16])[CH3:15])[N:5]=[C:4]2[C:9]=1[NH:10][C:2](=[O:25])[N:3]2[CH2:17][CH:18]1[CH2:23][CH2:22][O:21][CH2:20][CH2:19]1. The catalyst class is: 51. (6) The catalyst class is: 260. Reactant: [NH2:1][C:2]1[CH:3]=[C:4]([CH:9]=[CH:10][C:11]=1[CH3:12])[C:5]([O:7]C)=O.N1CCCN2CCCN=C12.[CH3:23][N:24]1[CH2:29][CH2:28][N:27]([C:30]2[CH:35]=[CH:34][CH:33]=[CH:32][C:31]=2[CH2:36][NH2:37])[CH2:26][CH2:25]1. Product: [NH2:1][C:2]1[CH:3]=[C:4]([CH:9]=[CH:10][C:11]=1[CH3:12])[C:5]([NH:37][CH2:36][C:31]1[CH:32]=[CH:33][CH:34]=[CH:35][C:30]=1[N:27]1[CH2:26][CH2:25][N:24]([CH3:23])[CH2:29][CH2:28]1)=[O:7]. (7) Reactant: FC(F)(F)C(O)=O.[CH2:8]([O:10][CH2:11][C:12]1[N:13]([CH2:25][C:26]2([OH:39])[CH2:31][CH2:30][N:29](C(OC(C)(C)C)=O)[CH2:28][CH2:27]2)[C:14]2[C:23]3[CH:22]=[CH:21][CH:20]=[CH:19][C:18]=3[N:17]=[CH:16][C:15]=2[N:24]=1)[CH3:9].[OH-].[Na+]. Product: [CH2:8]([O:10][CH2:11][C:12]1[N:13]([CH2:25][C:26]2([OH:39])[CH2:31][CH2:30][NH:29][CH2:28][CH2:27]2)[C:14]2[C:23]3[CH:22]=[CH:21][CH:20]=[CH:19][C:18]=3[N:17]=[CH:16][C:15]=2[N:24]=1)[CH3:9]. The catalyst class is: 46. (8) Reactant: [Na].[CH3:2][OH:3].Cl[C:5]1[N:12]=[CH:11][CH:10]=[CH:9][C:6]=1[C:7]#[N:8]. Product: [CH3:2][O:3][C:5]1[N:12]=[CH:11][CH:10]=[CH:9][C:6]=1[C:7]#[N:8]. The catalyst class is: 6. (9) Reactant: CC1(C)C(C)(C)OB([C:9]2[CH:10]=[C:11]([O:15][S:16]([CH3:19])(=[O:18])=[O:17])[CH:12]=[CH:13][CH:14]=2)O1.[CH2:21]([O:28][C:29]1[CH:34]=[CH:33][C:32](Br)=[CH:31][C:30]=1[N:36]1[S:40](=[O:42])(=[O:41])[NH:39][C:38](=[O:43])[CH2:37]1)[C:22]1[CH:27]=[CH:26][CH:25]=[CH:24][CH:23]=1.C([O-])([O-])=O.[Na+].[Na+]. Product: [CH2:21]([O:28][C:29]1[CH:34]=[CH:33][C:32]([C:9]2[CH:14]=[CH:13][CH:12]=[C:11]([O:15][S:16]([CH3:19])(=[O:17])=[O:18])[CH:10]=2)=[CH:31][C:30]=1[N:36]1[CH2:37][C:38](=[O:43])[NH:39][S:40]1(=[O:42])=[O:41])[C:22]1[CH:27]=[CH:26][CH:25]=[CH:24][CH:23]=1. The catalyst class is: 276. (10) Reactant: [C:1]([S:14]([N:17]([CH2:21][C:22]([O:24]CC)=[O:23])[CH2:18][CH2:19][CH3:20])(=[O:16])=[O:15])([C:4]([C:7]([C:10]([F:13])([F:12])[F:11])([F:9])[F:8])([F:6])[F:5])([F:3])[F:2].[OH-].[K+].O. Product: [C:1]([S:14]([N:17]([CH2:21][C:22]([OH:24])=[O:23])[CH2:18][CH2:19][CH3:20])(=[O:15])=[O:16])([C:4]([C:7]([C:10]([F:11])([F:13])[F:12])([F:9])[F:8])([F:6])[F:5])([F:3])[F:2]. The catalyst class is: 32.